This data is from Catalyst prediction with 721,799 reactions and 888 catalyst types from USPTO. The task is: Predict which catalyst facilitates the given reaction. (1) Reactant: [N+:1]([C:4]1[CH:9]=[CH:8][C:7]([N:10]2[CH2:15][CH2:14][CH2:13][CH:12]([N:16]3[CH2:21][CH2:20][O:19][CH2:18][CH2:17]3)[CH2:11]2)=[CH:6][CH:5]=1)([O-])=O.C(O)C.[H][H]. Product: [N:16]1([CH:12]2[CH2:13][CH2:14][CH2:15][N:10]([C:7]3[CH:8]=[CH:9][C:4]([NH2:1])=[CH:5][CH:6]=3)[CH2:11]2)[CH2:17][CH2:18][O:19][CH2:20][CH2:21]1. The catalyst class is: 45. (2) Reactant: [Cl:1][C:2]1[CH:7]=[CH:6][C:5](/[CH:8]=[CH:9]/[N+:10]([O-])=O)=[C:4]([O:13][CH3:14])[CH:3]=1.[H-].[H-].[H-].[H-].[Li+].[Al+3]. Product: [Cl:1][C:2]1[CH:7]=[CH:6][C:5]([CH2:8][CH2:9][NH2:10])=[C:4]([O:13][CH3:14])[CH:3]=1. The catalyst class is: 1. (3) Reactant: [CH2:1]([O:8][CH2:9][CH2:10][N:11]1[C:23]2[CH2:22][CH2:21][CH2:20][CH:19]([C:24](O)=[O:25])[C:18]=2[C:17]2[C:12]1=[C:13]([Cl:29])[CH:14]=[CH:15][C:16]=2[O:27][CH3:28])[C:2]1[CH:7]=[CH:6][CH:5]=[CH:4][CH:3]=1.C(Cl)(=O)C([Cl:33])=O. Product: [CH2:1]([O:8][CH2:9][CH2:10][N:11]1[C:23]2[CH2:22][CH2:21][CH2:20][CH:19]([C:24]([Cl:33])=[O:25])[C:18]=2[C:17]2[C:12]1=[C:13]([Cl:29])[CH:14]=[CH:15][C:16]=2[O:27][CH3:28])[C:2]1[CH:3]=[CH:4][CH:5]=[CH:6][CH:7]=1. The catalyst class is: 139. (4) Reactant: [NH2:1][C:2]1[C:11]2=[CH:12][N:13]([CH:15]3[O:23][CH:22]4[CH:17]([O:18][Si:19]([C:28]([CH3:31])([CH3:30])[CH3:29])([C:24]([CH3:27])([CH3:26])[CH3:25])[O:20][CH2:21]4)[C:16]3([OH:33])[CH3:32])[N:14]=[C:9]3[C:10]2=[C:4]([C:5](=[O:34])[NH:6][N:7]=[CH:8]3)[CH:3]=1.C[Si](Cl)(C)C.[C:40](Cl)(=O)[OH:41].[OH:44][CH2:45][C:46]1[O:47][C:48](=[O:52])[O:49][C:50]=1[CH3:51]. Product: [CH3:51][C:50]1[O:49][C:48](=[O:52])[O:47][C:46]=1[CH2:45][O:44][C:40](=[O:41])[NH:1][C:2]1[C:11]2=[CH:12][N:13]([CH:15]3[O:23][CH:22]4[CH:17]([O:18][Si:19]([C:28]([CH3:31])([CH3:30])[CH3:29])([C:24]([CH3:26])([CH3:25])[CH3:27])[O:20][CH2:21]4)[C:16]3([OH:33])[CH3:32])[N:14]=[C:9]3[C:10]2=[C:4]([C:5](=[O:34])[NH:6][N:7]=[CH:8]3)[CH:3]=1. The catalyst class is: 17. (5) Reactant: [C:1](Cl)(=[O:3])C.[CH2:5]([N:12]1[C:18](=[O:19])[C:17]2[C:20]([Br:32])=[C:21]([CH:24]([O:27][Si](C)(C)C)[C:25]#N)[CH:22]=[CH:23][C:16]=2[O:15][CH2:14][CH2:13]1)[C:6]1[CH:11]=[CH:10][CH:9]=[CH:8][CH:7]=1.C[OH:34]. Product: [CH2:5]([N:12]1[C:18](=[O:19])[C:17]2[C:20]([Br:32])=[C:21]([CH:24]([OH:27])[C:25]([O:3][CH3:1])=[O:34])[CH:22]=[CH:23][C:16]=2[O:15][CH2:14][CH2:13]1)[C:6]1[CH:11]=[CH:10][CH:9]=[CH:8][CH:7]=1. The catalyst class is: 4. (6) Reactant: [P:1]([O:19][C:20]1[C:29]2[C:24](=[CH:25][C:26]3[O:32][CH2:31][O:30][C:27]=3[CH:28]=2)[N:23]=[C:22]([C:33]2[C:34]3[CH:41]=[CH:40][CH:39]=[CH:38][C:35]=3[O:36][CH:37]=2)[CH:21]=1)([O:11]CC1C=CC=CC=1)([O:3]CC1C=CC=CC=1)=[O:2]. Product: [P:1]([OH:11])([OH:3])([O:19][C:20]1[C:29]2[C:24](=[CH:25][C:26]3[O:32][CH2:31][O:30][C:27]=3[CH:28]=2)[N:23]=[C:22]([C:33]2[C:34]3[CH:41]=[CH:40][CH:39]=[CH:38][C:35]=3[O:36][CH:37]=2)[CH:21]=1)=[O:2]. The catalyst class is: 19.